Dataset: Full USPTO retrosynthesis dataset with 1.9M reactions from patents (1976-2016). Task: Predict the reactants needed to synthesize the given product. (1) Given the product [C:16]1([CH:8]([NH:7][C:1]2[CH:6]=[CH:5][CH:4]=[CH:3][CH:2]=2)[CH2:9][C:10]2[CH:11]=[CH:12][CH:13]=[CH:14][CH:15]=2)[CH:17]=[CH:18][CH:19]=[CH:20][CH:21]=1, predict the reactants needed to synthesize it. The reactants are: [C:1]1([N:7]2[C@H:9]([C:10]3[CH:15]=[CH:14][CH:13]=[CH:12][CH:11]=3)[C@@H:8]2[C:16]2[CH:21]=[CH:20][CH:19]=[CH:18][CH:17]=2)[CH:6]=[CH:5][CH:4]=[CH:3][CH:2]=1.B(C1C(F)=C(F)C(F)=C(F)C=1F)(C1C(F)=C(F)C(F)=C(F)C=1F)C1C(F)=C(F)C(F)=C(F)C=1F. (2) Given the product [Cl:35][C:22]1[CH:21]=[C:20]([C:15]2[C:16]3[C:11](=[CH:10][C:9]([S:47]([O:63][C:54]4[C:53]([F:52])=[C:58]([F:59])[C:57]([F:60])=[C:56]([F:61])[C:55]=4[F:62])(=[O:49])=[O:48])=[C:18]([F:19])[CH:17]=3)[CH:12]=[CH:13][N:14]=2)[C:25]([O:26][CH3:27])=[CH:24][C:23]=1[C:28]1[CH:33]=[CH:32][CH:31]=[C:30]([F:34])[CH:29]=1, predict the reactants needed to synthesize it. The reactants are: C(S[C:9]1[CH:10]=[C:11]2[C:16](=[CH:17][C:18]=1[F:19])[C:15]([C:20]1[C:25]([O:26][CH3:27])=[CH:24][C:23]([C:28]3[CH:33]=[CH:32][CH:31]=[C:30]([F:34])[CH:29]=3)=[C:22]([Cl:35])[CH:21]=1)=[N:14][CH:13]=[CH:12]2)C1C=CC=CC=1.ClN1C(C)(C)C(=O)N(Cl)C1=O.[S:47](Cl)(Cl)(=[O:49])=[O:48].[F:52][C:53]1[C:58]([F:59])=[C:57]([F:60])[C:56]([F:61])=[C:55]([F:62])[C:54]=1[OH:63].C(N(CC)CC)C. (3) Given the product [N+:1]([C:4]1[C:5]2[N:11]=[C:16]([NH:15][C:12](=[O:14])[CH3:13])[NH:10][C:6]=2[CH:7]=[CH:8][CH:9]=1)([O-:3])=[O:2], predict the reactants needed to synthesize it. The reactants are: [N+:1]([C:4]1[C:5]([NH2:11])=[C:6]([NH2:10])[CH:7]=[CH:8][CH:9]=1)([O-:3])=[O:2].[C:12]([N:15]=[C:16]=S)(=[O:14])[CH3:13]. (4) Given the product [Cl:31][C:19]1[CH:18]=[C:17]([C@@:10]2([CH3:16])[C:11]([CH:13]([CH3:15])[CH3:14])=[CH:12][N:7]([CH2:6][CH2:5][C:4]([OH:33])=[O:3])[C:8](=[O:32])[NH:9]2)[CH:22]=[CH:21][C:20]=1[C:23]1[CH2:28][CH2:27][C:26]([CH3:29])([CH3:30])[CH2:25][CH:24]=1, predict the reactants needed to synthesize it. The reactants are: C([O:3][C:4](=[O:33])[CH2:5][CH2:6][N:7]1[CH:12]=[C:11]([CH:13]([CH3:15])[CH3:14])[C@@:10]([C:17]2[CH:22]=[CH:21][C:20]([C:23]3[CH2:28][CH2:27][C:26]([CH3:30])([CH3:29])[CH2:25][CH:24]=3)=[C:19]([Cl:31])[CH:18]=2)([CH3:16])[NH:9][C:8]1=[O:32])C.[OH-].[Na+]. (5) Given the product [ClH:15].[OH:48][C@@H:47]([CH2:46][OH:45])[CH2:49][N:39]1[CH2:38][CH2:37][C:36]2[CH:42]=[CH:43][C:33]([C:30]3[N:29]=[C:28]([C:23]4[CH:24]=[C:25]([C:26]#[N:27])[C:20]([NH:19][CH:17]([CH3:16])[CH3:18])=[N:21][CH:22]=4)[O:32][N:31]=3)=[C:34]([CH3:44])[C:35]=2[CH2:41][CH2:40]1, predict the reactants needed to synthesize it. The reactants are: C(O[BH-](OC(=O)C)OC(=O)C)(=O)C.[Na+].[ClH:15].[CH3:16][CH:17]([NH:19][C:20]1[C:25]([C:26]#[N:27])=[CH:24][C:23]([C:28]2[O:32][N:31]=[C:30]([C:33]3[CH:43]=[CH:42][C:36]4[CH2:37][CH2:38][NH:39][CH2:40][CH2:41][C:35]=4[C:34]=3[CH3:44])[N:29]=2)=[CH:22][N:21]=1)[CH3:18].[O:45]=[CH:46][C@H:47]([CH2:49]O)[OH:48].C(=O)([O-])O.[Na+].